This data is from Retrosynthesis with 50K atom-mapped reactions and 10 reaction types from USPTO. The task is: Predict the reactants needed to synthesize the given product. (1) Given the product Fc1ccc(Br)c(OC2CCN(c3noc(-c4nnn[nH]4)n3)CC2)c1, predict the reactants needed to synthesize it. The reactants are: N#Cc1nc(N2CCC(Oc3cc(F)ccc3Br)CC2)no1.[N-]=[N+]=[N-]. (2) Given the product NCc1nnc(-c2ncn3c2[C@@H]2CCCN2C(=O)c2sccc2-3)o1, predict the reactants needed to synthesize it. The reactants are: O=C1c2ccccc2C(=O)N1Cc1nnc(-c2ncn3c2[C@@H]2CCCN2C(=O)c2sccc2-3)o1. (3) Given the product Cn1nc(NS(C)(=O)=O)c2c(Cl)ccc(-c3ccc(C#CC(C)(C)O)nc3[C@H](Cc3cc(F)cc(F)c3)NC(=O)Cn3nc(C(F)(F)F)c4c3CCCC4)c21, predict the reactants needed to synthesize it. The reactants are: Cn1nc(NS(C)(=O)=O)c2c(Cl)ccc(-c3ccc(C#CC(C)(C)O)nc3[C@@H](N)Cc3cc(F)cc(F)c3)c21.O=C(O)Cn1nc(C(F)(F)F)c2c1CCCC2.